Dataset: Catalyst prediction with 721,799 reactions and 888 catalyst types from USPTO. Task: Predict which catalyst facilitates the given reaction. Product: [CH:1]1([C:4]([C:5](=[CH:13][N:14]([CH3:16])[CH3:15])[C:6]([O:8][CH3:9])=[O:7])=[O:10])[CH2:3][CH2:2]1. Reactant: [CH:1]1([C:4](=[O:10])[CH2:5][C:6]([O:8][CH3:9])=[O:7])[CH2:3][CH2:2]1.CO[CH:13](OC)[N:14]([CH3:16])[CH3:15]. The catalyst class is: 11.